Dataset: Full USPTO retrosynthesis dataset with 1.9M reactions from patents (1976-2016). Task: Predict the reactants needed to synthesize the given product. (1) The reactants are: [C:1]1([O:9][CH3:10])[C:2](=[CH:5][CH:6]=[CH:7][CH:8]=1)[O:3][CH3:4].[C:11](Cl)(=[O:14])[CH2:12][CH3:13]. Given the product [CH3:13][CH2:12][C:11]([C:7]1[CH:6]=[CH:5][C:2]([O:3][CH3:4])=[C:1]([O:9][CH3:10])[CH:8]=1)=[O:14], predict the reactants needed to synthesize it. (2) Given the product [N+:8]([C:11]1[CH:16]=[CH:15][C:14]([N:17]2[CH2:21][CH2:20][C@@H:19]([NH:22][C:3](=[O:5])[CH3:2])[CH2:18]2)=[CH:13][CH:12]=1)([O-:10])=[O:9], predict the reactants needed to synthesize it. The reactants are: F[C:2](F)(F)[C:3]([OH:5])=O.[N+:8]([C:11]1[CH:16]=[CH:15][C:14]([N:17]2[CH2:21][CH2:20][C@@H:19]([NH2:22])[CH2:18]2)=[CH:13][CH:12]=1)([O-:10])=[O:9].C([O-])(=O)C.[Na+].C(OC(=O)C)(=O)C.